This data is from Reaction yield outcomes from USPTO patents with 853,638 reactions. The task is: Predict the reaction yield, written as a fraction of the theoretical maximum amount of product (1.0 means a 100% yield; for example, 0.34 means a 34% yield). (1) The reactants are [Cl:1][C:2]1[CH:3]=[CH:4][C:5]([NH:14][C:15]2[N:19]([CH3:20])[C:18]3[C:21]([N:25]([CH2:29][CH2:30][CH3:31])[CH2:26][CH2:27][CH3:28])=[CH:22][CH:23]=[CH:24][C:17]=3[N:16]=2)=[C:6]([CH:13]=1)[O:7][CH2:8][CH2:9][CH2:10][C:11]#N.[OH-:32].[Na+].[OH2:34]. The catalyst is CCO. The product is [Cl:1][C:2]1[CH:3]=[CH:4][C:5]([NH:14][C:15]2[N:19]([CH3:20])[C:18]3[C:21]([N:25]([CH2:29][CH2:30][CH3:31])[CH2:26][CH2:27][CH3:28])=[CH:22][CH:23]=[CH:24][C:17]=3[N:16]=2)=[C:6]([CH:13]=1)[O:7][CH2:8][CH2:9][CH2:10][C:11]([OH:34])=[O:32]. The yield is 0.700. (2) The reactants are C[O:2][C:3]([C@H:5]1[CH2:10][CH2:9][C@H:8]([O:11][C:12]2[CH:17]=[CH:16][C:15]([F:18])=[CH:14][CH:13]=2)[CH2:7][CH2:6]1)=O.O.[NH2:20][NH2:21]. The catalyst is C1(C)C=CC=CC=1. The product is [F:18][C:15]1[CH:16]=[CH:17][C:12]([O:11][C@H:8]2[CH2:9][CH2:10][C@H:5]([C:3]([NH:20][NH2:21])=[O:2])[CH2:6][CH2:7]2)=[CH:13][CH:14]=1. The yield is 0.960. (3) The yield is 0.360. The reactants are F[C:2]1[CH:9]=[CH:8][CH:7]=[CH:6][C:3]=1[CH:4]=[O:5].[CH3:10][CH:11]1[CH2:16][NH:15][CH2:14][CH:13]([CH3:17])[NH:12]1. No catalyst specified. The product is [CH3:10][CH:11]1[NH:12][CH:13]([CH3:17])[CH2:14][N:15]([C:2]2[CH:9]=[CH:8][CH:7]=[CH:6][C:3]=2[CH:4]=[O:5])[CH2:16]1. (4) The reactants are [CH3:1][C:2]1[CH:7]=[CH:6][C:5]([S:8]([O:11][CH2:12][C:13]2([CH3:25])[CH2:17][C:16]3[CH:18]=[C:19]([Cl:24])[CH:20]=[C:21]([O:22]C)[C:15]=3[O:14]2)(=[O:10])=[O:9])=[CH:4][CH:3]=1. The product is [CH3:1][C:2]1[CH:7]=[CH:6][C:5]([S:8]([O:11][CH2:12][C:13]2([CH3:25])[CH2:17][C:16]3[CH:18]=[C:19]([Cl:24])[CH:20]=[C:21]([OH:22])[C:15]=3[O:14]2)(=[O:9])=[O:10])=[CH:4][CH:3]=1. The yield is 0.800. The catalyst is Br. (5) The reactants are [CH:1]([Mg]Br)([CH3:3])[CH3:2].[Cl:6][C:7]1[CH:22]=[C:21]([Cl:23])[C:20]([O:24][CH2:25][C:26]2[CH:31]=[CH:30][C:29]([O:32][CH3:33])=[CH:28][CH:27]=2)=[CH:19][C:8]=1[O:9][C:10]1[N:14]([CH3:15])[N:13]=[C:12]([CH3:16])[C:11]=1[CH:17]=[O:18].[Cl-].[NH4+]. The catalyst is O1CCCC1. The product is [Cl:6][C:7]1[CH:22]=[C:21]([Cl:23])[C:20]([O:24][CH2:25][C:26]2[CH:27]=[CH:28][C:29]([O:32][CH3:33])=[CH:30][CH:31]=2)=[CH:19][C:8]=1[O:9][C:10]1[N:14]([CH3:15])[N:13]=[C:12]([CH3:16])[C:11]=1[CH:17]([OH:18])[CH:1]([CH3:3])[CH3:2]. The yield is 0.950.